Dataset: Forward reaction prediction with 1.9M reactions from USPTO patents (1976-2016). Task: Predict the product of the given reaction. (1) Given the reactants [N:1]1[CH:6]=[CH:5][CH:4]=[C:3]2[CH2:7][CH2:8][C:9](=O)[C:2]=12.[CH3:11][NH2:12], predict the reaction product. The product is: [CH3:11][NH:12][CH:9]1[C:2]2=[N:1][CH:6]=[CH:5][CH:4]=[C:3]2[CH2:7][CH2:8]1. (2) Given the reactants N1C=CC=C1[C:6]1[CH2:12][CH2:11][CH2:10][CH:9]=[C:8]([C:13]([O:15][CH2:16][CH:17]([CH3:19])[CH3:18])=[O:14])[C:7]=1[C:20]([O:22][CH2:23][CH:24]([CH3:26])[CH3:25])=[O:21].O1CCCC1, predict the reaction product. The product is: [C:8]1([C:13]([O:15][CH2:16][CH:17]([CH3:19])[CH3:18])=[O:14])[C:7]([C:20]([O:22][CH2:23][CH:24]([CH3:26])[CH3:25])=[O:21])=[CH:6][CH2:12][CH2:11][CH2:10][CH:9]=1. (3) Given the reactants P(Br)(Br)[Br:2].[CH2:5]([O:12][C:13]1[C:18]([Cl:19])=[CH:17][C:16]([CH2:20]O)=[CH:15][C:14]=1[Cl:22])[C:6]1[CH:11]=[CH:10][CH:9]=[CH:8][CH:7]=1, predict the reaction product. The product is: [CH2:5]([O:12][C:13]1[C:18]([Cl:19])=[CH:17][C:16]([CH2:20][Br:2])=[CH:15][C:14]=1[Cl:22])[C:6]1[CH:11]=[CH:10][CH:9]=[CH:8][CH:7]=1. (4) Given the reactants [CH:1]1([N:8]2[C:12](=[O:13])[C:11]([CH3:15])([CH3:14])[CH:10]([CH:16]=O)[CH2:9]2)[CH2:7][CH2:6][CH2:5][CH2:4][CH2:3][CH2:2]1.[F:18][C:19]1[CH:26]=[CH:25][CH:24]=[CH:23][C:20]=1[NH:21][CH3:22].C(O[BH-](OC(=O)C)OC(=O)C)(=O)C, predict the reaction product. The product is: [CH:1]1([N:8]2[CH2:9][CH:10]([CH2:16][N:21]([C:20]3[CH:23]=[CH:24][CH:25]=[CH:26][C:19]=3[F:18])[CH3:22])[C:11]([CH3:15])([CH3:14])[C:12]2=[O:13])[CH2:7][CH2:6][CH2:5][CH2:4][CH2:3][CH2:2]1. (5) Given the reactants [N+:1]([C:4]1[CH:9]=[CH:8][C:7]([C:10]2[N:11]=[C:12]([C:15]([O:17][CH2:18][CH3:19])=[O:16])[S:13][CH:14]=2)=[CH:6][CH:5]=1)([O-])=O.[H][H], predict the reaction product. The product is: [NH2:1][C:4]1[CH:5]=[CH:6][C:7]([C:10]2[N:11]=[C:12]([C:15]([O:17][CH2:18][CH3:19])=[O:16])[S:13][CH:14]=2)=[CH:8][CH:9]=1. (6) Given the reactants [Cl:1][C:2]1[CH:24]=[CH:23][C:5]([O:6][CH2:7][CH:8]2[CH2:13][N:12](C(OC(C)(C)C)=O)[CH2:11][C:10]([F:22])([F:21])[CH2:9]2)=[CH:4][CH:3]=1.FC(F)(F)C(O)=O, predict the reaction product. The product is: [Cl:1][C:2]1[CH:3]=[CH:4][C:5]([O:6][CH2:7][CH:8]2[CH2:13][NH:12][CH2:11][C:10]([F:22])([F:21])[CH2:9]2)=[CH:23][CH:24]=1.